From a dataset of Reaction yield outcomes from USPTO patents with 853,638 reactions. Predict the reaction yield, written as a fraction of the theoretical maximum amount of product (1.0 means a 100% yield; for example, 0.34 means a 34% yield). (1) The yield is 0.990. The catalyst is C1COCC1.O.CO. The reactants are [CH2:1]([C:4]1[N:8]([CH2:9][C:10]([O:12]C)=[O:11])[N:7]=[C:6]([C:14]([F:17])([F:16])[F:15])[CH:5]=1)[CH:2]=[CH2:3].O.[OH-].[Li+]. The product is [CH2:1]([C:4]1[N:8]([CH2:9][C:10]([OH:12])=[O:11])[N:7]=[C:6]([C:14]([F:16])([F:17])[F:15])[CH:5]=1)[CH:2]=[CH2:3]. (2) The reactants are [N:1]1([C:7]2[N:12]=[CH:11][C:10]3[CH:13]=[CH:14][NH:15][C:9]=3[CH:8]=2)[CH2:6][CH2:5][O:4][CH2:3][CH2:2]1.[C:16]([O:20][C:21]([N:23]1[CH2:28][CH2:27][C:26](=O)[CH2:25][CH2:24]1)=[O:22])([CH3:19])([CH3:18])[CH3:17].[OH-].[K+]. The catalyst is CO. The product is [C:16]([O:20][C:21]([N:23]1[CH2:24][CH:25]=[C:26]([C:13]2[C:10]3[CH:11]=[N:12][C:7]([N:1]4[CH2:2][CH2:3][O:4][CH2:5][CH2:6]4)=[CH:8][C:9]=3[NH:15][CH:14]=2)[CH2:27][CH2:28]1)=[O:22])([CH3:19])([CH3:17])[CH3:18]. The yield is 0.910. (3) The catalyst is CO. The reactants are C[O:2][C:3](=[O:32])[C:4]1[CH:9]=[CH:8][CH:7]=[C:6]([CH2:10][N:11]2[C:15]3[CH:16]=[CH:17][CH:18]=[CH:19][C:14]=3[N:13]([CH2:20][CH2:21][CH2:22][O:23][C:24]3[CH:29]=[CH:28][C:27]([F:30])=[CH:26][CH:25]=3)[C:12]2=[NH:31])[CH:5]=1.[OH-].[Na+]. The product is [F:30][C:27]1[CH:26]=[CH:25][C:24]([O:23][CH2:22][CH2:21][CH2:20][N:13]2[C:14]3[CH:19]=[CH:18][CH:17]=[CH:16][C:15]=3[N:11]([CH2:10][C:6]3[CH:5]=[C:4]([CH:9]=[CH:8][CH:7]=3)[C:3]([OH:32])=[O:2])[C:12]2=[NH:31])=[CH:29][CH:28]=1. The yield is 0.410. (4) The reactants are Cl[C:2]1[C:7]([C:8]([F:11])([F:10])[F:9])=[C:6]([N:12]([CH2:14][C@@H:15]2[CH2:17][C@H:16]2[C:18]2[CH:23]=[CH:22][C:21]([F:24])=[CH:20][CH:19]=2)[CH3:13])[CH:5]=[CH:4][N:3]=1.O.[NH2:26][NH2:27]. The catalyst is O1CCOCC1. The product is [F:24][C:21]1[CH:22]=[CH:23][C:18]([C@@H:16]2[CH2:17][C@H:15]2[CH2:14][N:12]([CH3:13])[C:6]2[CH:5]=[CH:4][N:3]=[C:2]([NH:26][NH2:27])[C:7]=2[C:8]([F:11])([F:10])[F:9])=[CH:19][CH:20]=1. The yield is 0.800. (5) The reactants are B(Br)(Br)Br.C[O:6][C:7]1[CH:16]=[CH:15][C:10]2[C:11](=[O:14])[NH:12][S:13][C:9]=2[CH:8]=1.C([O-])(O)=O.[Na+]. The catalyst is C(Cl)Cl. The product is [OH:6][C:7]1[CH:16]=[CH:15][C:10]2[C:11](=[O:14])[NH:12][S:13][C:9]=2[CH:8]=1. The yield is 0.960.